This data is from Forward reaction prediction with 1.9M reactions from USPTO patents (1976-2016). The task is: Predict the product of the given reaction. (1) Given the reactants [O:1]([CH2:8][C:9]1[N:13]([CH2:14][C:15]2[CH:20]=[CH:19][C:18]([O:21][C:22]([F:25])([F:24])[F:23])=[CH:17][CH:16]=2)[C:12]2[CH:26]=[CH:27][C:28]([C:30](O)=[O:31])=[CH:29][C:11]=2[N:10]=1)[C:2]1[CH:7]=[CH:6][CH:5]=[CH:4][CH:3]=1.CC(C)N=C=NC(C)C.[F:42][C:43]1[CH:50]=[C:49]([F:51])[CH:48]=[CH:47][C:44]=1[CH2:45][NH2:46], predict the reaction product. The product is: [F:42][C:43]1[CH:50]=[C:49]([F:51])[CH:48]=[CH:47][C:44]=1[CH2:45][NH:46][C:30]([C:28]1[CH:27]=[CH:26][C:12]2[N:13]([CH2:14][C:15]3[CH:16]=[CH:17][C:18]([O:21][C:22]([F:23])([F:25])[F:24])=[CH:19][CH:20]=3)[C:9]([CH2:8][O:1][C:2]3[CH:3]=[CH:4][CH:5]=[CH:6][CH:7]=3)=[N:10][C:11]=2[CH:29]=1)=[O:31]. (2) Given the reactants C(=O)([O-])[O-].[Na+].[Na+].[NH2:7][CH2:8][CH2:9][CH:10]([O:14][CH2:15][CH3:16])[O:11][CH2:12][CH3:13].[C:17]1([S:23](Cl)(=[O:25])=[O:24])[CH:22]=[CH:21][CH:20]=[CH:19][CH:18]=1.CC(OC)(C)C, predict the reaction product. The product is: [CH2:12]([O:11][CH:10]([O:14][CH2:15][CH3:16])[CH2:9][CH2:8][NH:7][S:23]([C:17]1[CH:22]=[CH:21][CH:20]=[CH:19][CH:18]=1)(=[O:25])=[O:24])[CH3:13]. (3) The product is: [CH2:36]([O:35][C:33]([C:16]1[C:15]([CH2:38][CH2:39][C:40]([F:41])([F:43])[F:42])=[N:14][C:13]2[C@H:9]3[N:8]([C:6](=[O:5])[C:18]=2[C:17]=1[C:24]1[CH:32]=[CH:31][C:27]([C:28]([OH:30])=[O:29])=[CH:26][CH:25]=1)[CH2:12][CH2:11][CH2:10]3)=[O:34])[CH3:37]. Given the reactants C([O:5][C:6]([N:8]1[CH2:12][CH2:11][CH2:10][C@H:9]1[C:13]1[C:18](C(OCC)=O)=[C:17]([C:24]2[CH:32]=[CH:31][C:27]([C:28]([OH:30])=[O:29])=[CH:26][CH:25]=2)[C:16]([C:33]([O:35][CH2:36][CH3:37])=[O:34])=[C:15]([CH2:38][CH2:39][C:40]([F:43])([F:42])[F:41])[N:14]=1)=O)(C)(C)C.C(N(CC)CC)C, predict the reaction product. (4) Given the reactants [Cl:1][C:2]1[CH:7]=[CH:6][CH:5]=[CH:4][C:3]=1[CH2:8][S:9](Cl)(=[O:11])=[O:10].[CH3:13][O:14][C:15]1[CH:22]=[C:21]([O:23][CH3:24])[CH:20]=[CH:19][C:16]=1[CH2:17][NH2:18].O, predict the reaction product. The product is: [Cl:1][C:2]1[CH:7]=[CH:6][CH:5]=[CH:4][C:3]=1[CH2:8][S:9]([NH:18][CH2:17][C:16]1[CH:19]=[CH:20][C:21]([O:23][CH3:24])=[CH:22][C:15]=1[O:14][CH3:13])(=[O:11])=[O:10].